From a dataset of Forward reaction prediction with 1.9M reactions from USPTO patents (1976-2016). Predict the product of the given reaction. Given the reactants [N:1]1[CH:6]=[CH:5][CH:4]=[CH:3][C:2]=1[C:7](=O)[CH2:8][C:9](=O)[C:10]([F:13])([F:12])[F:11].C(C1C=CC=CN=1)(=O)C.[NH2:25][C:26]1[N:27]=[CH:28][NH:29][C:30]=1[C:31]#[N:32], predict the reaction product. The product is: [N:1]1[CH:6]=[CH:5][CH:4]=[CH:3][C:2]=1[C:7]1[CH:8]=[C:9]([C:10]([F:13])([F:12])[F:11])[N:27]2[CH:28]=[N:29][C:30]([C:31]#[N:32])=[C:26]2[N:25]=1.